From a dataset of Peptide-MHC class I binding affinity with 185,985 pairs from IEDB/IMGT. Regression. Given a peptide amino acid sequence and an MHC pseudo amino acid sequence, predict their binding affinity value. This is MHC class I binding data. (1) The peptide sequence is FRYEFTAPF. The MHC is HLA-B39:01 with pseudo-sequence HLA-B39:01. The binding affinity (normalized) is 1.00. (2) The peptide sequence is SAEPVPLQL. The MHC is HLA-A68:01 with pseudo-sequence HLA-A68:01. The binding affinity (normalized) is 0.